Dataset: Forward reaction prediction with 1.9M reactions from USPTO patents (1976-2016). Task: Predict the product of the given reaction. (1) Given the reactants Cl.[CH3:2][C@@H:3]1[CH2:7][CH2:6][CH2:5][NH:4]1.C(=O)([O-])[O-].[K+].[K+].Br[CH2:15][CH2:16][CH2:17][C:18]([O:20][CH2:21][CH3:22])=[O:19], predict the reaction product. The product is: [CH2:21]([O:20][C:18](=[O:19])[CH2:17][CH2:16][CH2:15][N:4]1[CH2:5][CH2:6][CH2:7][C@H:3]1[CH3:2])[CH3:22]. (2) The product is: [CH3:9][C:5]1[C:6]2[O:32][C@@:28]([CH2:27][CH2:26][CH2:25][C@@H:23]([CH2:22][CH2:21][CH2:20][C@@H:18]([CH2:17][CH2:16][CH2:15][CH:13]([CH3:12])[CH3:14])[CH3:19])[CH3:24])([CH3:29])[CH2:30][CH2:31][C:8]=2[C:2]([CH3:1])=[C:3]([O:11][C:33]([CH3:34])=[O:35])[C:4]=1[CH3:10]. Given the reactants [CH3:1][C:2]1[C:3]([OH:11])=[C:4]([CH3:10])[C:5]([CH3:9])=[C:6]([CH:8]=1)O.[CH3:12][CH:13]([CH2:15][CH2:16][CH2:17][CH:18]([CH2:20][CH2:21][CH2:22][CH:23]([CH2:25][CH2:26][CH2:27][C:28]([OH:32])([CH:30]=[CH2:31])[CH3:29])[CH3:24])[CH3:19])[CH3:14].[C:33](OC(=O)C)(=[O:35])[CH3:34].B([O-])([O-])[O-], predict the reaction product. (3) Given the reactants [F:1][C:2]1[CH:10]=[CH:9][C:8]([C:11]([OH:13])=O)=[C:7]2[C:3]=1[CH:4]=[CH:5][NH:6]2.[C:14]([C:18]1[CH:37]=[CH:36][C:21]([CH2:22][NH:23][CH2:24][CH2:25][C:26]2[CH:31]=[CH:30][CH:29]=[C:28]([C:32]([F:35])([F:34])[F:33])[CH:27]=2)=[CH:20][CH:19]=1)([CH3:17])([CH3:16])[CH3:15].CCN=C=NCCCN(C)C.Cl, predict the reaction product. The product is: [C:14]([C:18]1[CH:37]=[CH:36][C:21]([CH2:22][N:23]([CH2:24][CH2:25][C:26]2[CH:31]=[CH:30][CH:29]=[C:28]([C:32]([F:35])([F:33])[F:34])[CH:27]=2)[C:11]([C:8]2[CH:9]=[CH:10][C:2]([F:1])=[C:3]3[C:7]=2[NH:6][CH:5]=[CH:4]3)=[O:13])=[CH:20][CH:19]=1)([CH3:17])([CH3:15])[CH3:16]. (4) Given the reactants [CH3:1][O:2][C:3](=[O:25])[C:4]1[CH:9]=[CH:8][C:7]([NH:10][C:11](=[O:24])[CH:12]([NH:16]C(OC(C)(C)C)=O)[CH2:13][CH2:14][CH3:15])=[N:6][CH:5]=1.Cl, predict the reaction product. The product is: [CH3:1][O:2][C:3](=[O:25])[C:4]1[CH:9]=[CH:8][C:7]([NH:10][C:11](=[O:24])[CH:12]([NH2:16])[CH2:13][CH2:14][CH3:15])=[N:6][CH:5]=1. (5) Given the reactants O[O:2][S:3]([O-:5])=O.[K+].C([O:9][C:10]([C:12]1[C:16]([CH2:17][CH2:18][CH2:19]SC)=[C:15]([CH:22]=[O:23])[NH:14][C:13]=1[CH3:24])=[O:11])C.[CH3:25]O, predict the reaction product. The product is: [CH:22]([C:15]1[NH:14][C:13]([CH3:24])=[C:12]([C:10]([OH:11])=[O:9])[C:16]=1[CH2:17][CH2:18][CH2:19][S:3]([CH3:25])(=[O:5])=[O:2])=[O:23]. (6) Given the reactants Br[C:2]1[S:3][C:4](Br)=[C:5]([Br:13])[C:6]=1[CH2:7][CH2:8][CH2:9][CH2:10][CH2:11][CH3:12].C1COCC1.C([Li])CCC, predict the reaction product. The product is: [Br:13][C:5]1[C:6]([CH2:7][CH2:8][CH2:9][CH2:10][CH2:11][CH3:12])=[CH:2][S:3][CH:4]=1.